This data is from Forward reaction prediction with 1.9M reactions from USPTO patents (1976-2016). The task is: Predict the product of the given reaction. (1) Given the reactants C[O:2][C:3]1[C:12]2[C:7](=[CH:8][CH:9]=[CH:10][CH:11]=2)[C:6]([O:13]C)=[CH:5][C:4]=1/[CH:15]=[C:16](\[CH3:20])/[C:17]([OH:19])=[O:18].[N+]([O-])(O)=O, predict the reaction product. The product is: [C:3]1(=[O:2])[C:12]2[C:7](=[CH:8][CH:9]=[CH:10][CH:11]=2)[C:6](=[O:13])[CH:5]=[C:4]1/[CH:15]=[C:16](\[CH3:20])/[C:17]([OH:19])=[O:18]. (2) Given the reactants C1(C2N=C(C(C(N[C:15]([CH:17]([NH:26][C:27]([N:29]3[CH2:34][CH2:33][O:32][CH2:31][CH2:30]3)=[O:28])[CH2:18][S:19]([CH2:22][CH:23]([CH3:25])[CH3:24])(=[O:21])=[O:20])=[O:16])CC)=O)ON=2)CC1.C1(N=C=N)CCCCC1.C1C=CC2N(O)N=NC=2C=1.[NH2:54][CH:55]([CH2:69][CH3:70])[C@@H:56]([C:58]1[N:62]=[C:61]([C:63]2[CH:68]=[CH:67][CH:66]=[CH:65][CH:64]=2)[O:60][N:59]=1)[OH:57].C(O)C(N)(CO)CO, predict the reaction product. The product is: [CH:23]1([CH2:22][S:19]([CH2:18][CH:17]([NH:26][C:27]([N:29]2[CH2:30][CH2:31][O:32][CH2:33][CH2:34]2)=[O:28])[C:15](=[O:16])[NH:54][CH:55]([CH:56]([OH:57])[C:58]2[N:62]=[C:61]([C:63]3[CH:68]=[CH:67][CH:66]=[CH:65][CH:64]=3)[O:60][N:59]=2)[CH2:69][CH3:70])(=[O:20])=[O:21])[CH2:24][CH2:25]1.